From a dataset of Reaction yield outcomes from USPTO patents with 853,638 reactions. Predict the reaction yield, written as a fraction of the theoretical maximum amount of product (1.0 means a 100% yield; for example, 0.34 means a 34% yield). The reactants are [C:1]([O:5][C:6]([N:8]1[CH2:13][CH2:12][N:11]([C:14]2[CH:15]=[C:16]([CH:20]=[CH:21][CH:22]=2)[C:17]([OH:19])=O)[CH2:10][CH2:9]1)=[O:7])([CH3:4])([CH3:3])[CH3:2].CN(C(ON1N=NC2C=CC=NC1=2)=[N+](C)C)C.F[P-](F)(F)(F)(F)F.[NH2:47][CH2:48][CH:49]([OH:61])[CH2:50][N:51]1[CH2:60][CH2:59][C:58]2[C:53](=[CH:54][CH:55]=[CH:56][CH:57]=2)[CH2:52]1.CCN(C(C)C)C(C)C. The catalyst is C(Cl)Cl. The product is [CH2:52]1[C:53]2[C:58](=[CH:57][CH:56]=[CH:55][CH:54]=2)[CH2:59][CH2:60][N:51]1[CH2:50][CH:49]([OH:61])[CH2:48][NH:47][C:17]([C:16]1[CH:15]=[C:14]([N:11]2[CH2:10][CH2:9][N:8]([C:6]([O:5][C:1]([CH3:2])([CH3:3])[CH3:4])=[O:7])[CH2:13][CH2:12]2)[CH:22]=[CH:21][CH:20]=1)=[O:19]. The yield is 0.288.